This data is from Drug-induced liver injury (DILI) classification data. The task is: Regression/Classification. Given a drug SMILES string, predict its toxicity properties. Task type varies by dataset: regression for continuous values (e.g., LD50, hERG inhibition percentage) or binary classification for toxic/non-toxic outcomes (e.g., AMES mutagenicity, cardiotoxicity, hepatotoxicity). Dataset: dili. (1) The compound is CCCCNc1ccc(C(=O)OCCN(C)C)cc1. The result is 0 (no liver injury). (2) The compound is COC(=O)CCc1ccc(OCC(O)CNC(C)C)cc1. The result is 0 (no liver injury). (3) The compound is CNCCC(Oc1ccc(C(F)(F)F)cc1)c1ccccc1. The result is 0 (no liver injury). (4) The drug is CCOC(Nc1ccc(C(=O)O)cc1)C(=O)c1ccc(-c2ccccc2)cc1. The result is 1 (causes liver injury).